From a dataset of KCNQ2 potassium channel screen with 302,405 compounds. Binary Classification. Given a drug SMILES string, predict its activity (active/inactive) in a high-throughput screening assay against a specified biological target. (1) The compound is s1c(nnc1NC(=O)COC)CCc1ccccc1. The result is 0 (inactive). (2) The drug is S(=O)(=O)(Nc1nc(OC)nc(OC)c1)c1ccc(N\C=C(\c2oc3c(n2)cccc3)C#N)cc1. The result is 0 (inactive). (3) The result is 0 (inactive). The drug is S1(=O)(=O)CC(N(S(=O)(=O)c2c(ccc(c2)C)C)C)CC1. (4) The molecule is BrC(Br)(Br)COC(=O)C=1C(NC(=O)N(C1C)CCCC(O)=O)c1cc([N+]([O-])=O)ccc1. The result is 0 (inactive).